Dataset: Merck oncology drug combination screen with 23,052 pairs across 39 cell lines. Task: Regression. Given two drug SMILES strings and cell line genomic features, predict the synergy score measuring deviation from expected non-interaction effect. (1) Drug 1: CN1C(=O)C=CC2(C)C3CCC4(C)C(NC(=O)OCC(F)(F)F)CCC4C3CCC12. Drug 2: COc1cc(C2c3cc4c(cc3C(OC3OC5COC(C)OC5C(O)C3O)C3COC(=O)C23)OCO4)cc(OC)c1O. Cell line: LNCAP. Synergy scores: synergy=12.7. (2) Drug 1: N#Cc1ccc(Cn2cncc2CN2CCN(c3cccc(Cl)c3)C(=O)C2)cc1. Drug 2: NC1(c2ccc(-c3nc4ccn5c(=O)[nH]nc5c4cc3-c3ccccc3)cc2)CCC1. Cell line: SW620. Synergy scores: synergy=16.9. (3) Drug 1: CS(=O)(=O)CCNCc1ccc(-c2ccc3ncnc(Nc4ccc(OCc5cccc(F)c5)c(Cl)c4)c3c2)o1. Drug 2: COC1=C2CC(C)CC(OC)C(O)C(C)C=C(C)C(OC(N)=O)C(OC)C=CC=C(C)C(=O)NC(=CC1=O)C2=O. Cell line: RPMI7951. Synergy scores: synergy=-12.9. (4) Drug 1: COC12C(COC(N)=O)C3=C(C(=O)C(C)=C(N)C3=O)N1CC1NC12. Drug 2: N#Cc1ccc(Cn2cncc2CN2CCN(c3cccc(Cl)c3)C(=O)C2)cc1. Synergy scores: synergy=-11.1. Cell line: HT144. (5) Cell line: A427. Drug 1: N#Cc1ccc(Cn2cncc2CN2CCN(c3cccc(Cl)c3)C(=O)C2)cc1. Synergy scores: synergy=22.0. Drug 2: COC1CC2CCC(C)C(O)(O2)C(=O)C(=O)N2CCCCC2C(=O)OC(C(C)CC2CCC(OP(C)(C)=O)C(OC)C2)CC(=O)C(C)C=C(C)C(O)C(OC)C(=O)C(C)CC(C)C=CC=CC=C1C. (6) Drug 1: COC1=C2CC(C)CC(OC)C(O)C(C)C=C(C)C(OC(N)=O)C(OC)C=CC=C(C)C(=O)NC(=CC1=O)C2=O. Drug 2: CCc1c2c(nc3ccc(O)cc13)-c1cc3c(c(=O)n1C2)COC(=O)C3(O)CC. Cell line: RKO. Synergy scores: synergy=11.6. (7) Drug 1: N.N.O=C(O)C1(C(=O)O)CCC1.[Pt]. Drug 2: CS(=O)(=O)CCNCc1ccc(-c2ccc3ncnc(Nc4ccc(OCc5cccc(F)c5)c(Cl)c4)c3c2)o1. Cell line: RPMI7951. Synergy scores: synergy=0.796.